This data is from Forward reaction prediction with 1.9M reactions from USPTO patents (1976-2016). The task is: Predict the product of the given reaction. (1) The product is: [F:16][C:9]([F:8])([F:15])[C:10](=[O:12])[CH2:18][C:17]([C:20]1[CH:30]=[CH:29][C:23]2[O:24][CH2:25][C:26](=[O:28])[NH:27][C:22]=2[C:21]=1[CH3:31])=[O:19]. Given the reactants [H-].[Na+].C1COCC1.[F:8][C:9]([F:16])([F:15])[C:10]([O:12]CC)=O.[C:17]([C:20]1[CH:30]=[CH:29][C:23]2[O:24][CH2:25][C:26](=[O:28])[NH:27][C:22]=2[C:21]=1[CH3:31])(=[O:19])[CH3:18], predict the reaction product. (2) Given the reactants Cl[C:2]1[C:7]([CH3:8])=[N:6][C:5]([CH3:9])=[CH:4][N:3]=1.[O:10]([C:17]1[CH:22]=[CH:21][C:20](B(O)O)=[CH:19][CH:18]=1)[C:11]1[CH:16]=[CH:15][CH:14]=[CH:13][CH:12]=1.C(=O)([O-])[O-].[Na+].[Na+], predict the reaction product. The product is: [CH3:8][C:7]1[C:2]([C:20]2[CH:21]=[CH:22][C:17]([O:10][C:11]3[CH:16]=[CH:15][CH:14]=[CH:13][CH:12]=3)=[CH:18][CH:19]=2)=[N:3][CH:4]=[C:5]([CH3:9])[N:6]=1.